From a dataset of Reaction yield outcomes from USPTO patents with 853,638 reactions. Predict the reaction yield, written as a fraction of the theoretical maximum amount of product (1.0 means a 100% yield; for example, 0.34 means a 34% yield). (1) The reactants are [CH3:1][C:2]1([CH3:14])[C:6]([CH3:8])([CH3:7])[O:5][B:4]([C:9]2[CH:10]=[N:11][NH:12][CH:13]=2)[O:3]1.[F-].[Cs+].[C:17]([O:21][C:22]([CH3:25])([CH3:24])[CH3:23])(=[O:20])[CH:18]=[CH2:19]. The catalyst is C(#N)C. The product is [CH3:1][C:2]1([CH3:14])[C:6]([CH3:7])([CH3:8])[O:5][B:4]([C:9]2[CH:13]=[N:12][N:11]([CH2:19][CH2:18][C:17]([O:21][C:22]([CH3:25])([CH3:24])[CH3:23])=[O:20])[CH:10]=2)[O:3]1. The yield is 0.870. (2) The reactants are [S:1]1[CH:5]=[CH:4][C:3]2[C:6](=[O:14])[C:7]3[S:8][CH:9]=[CH:10][C:11]=3[C:12](=[O:13])[C:2]1=2.[OH-].[Na+].C1(C)C=CC(S(O[CH2:27][CH2:28][CH2:29][CH2:30][CH2:31][CH2:32][CH2:33][CH3:34])(=O)=O)=CC=1. The catalyst is [Zn].C(O)C. The product is [CH2:5]([O:14][C:6]1[C:7]2[S:8][CH:9]=[CH:10][C:11]=2[C:12]([O:13][CH2:34][CH2:33][CH2:32][CH2:31][CH2:30][CH2:29][CH2:28][CH3:27])=[C:2]2[S:1][CH:5]=[CH:4][C:3]=12)[CH2:4][CH2:3][CH2:2][CH2:12][CH2:11][CH2:7][CH3:6]. The yield is 0.620.